From a dataset of Full USPTO retrosynthesis dataset with 1.9M reactions from patents (1976-2016). Predict the reactants needed to synthesize the given product. Given the product [N:15]1[N:14]([CH2:10][CH2:11][C:12]#[C:13][C:2]2[C:7]([NH2:8])=[CH:6][CH:5]=[C:4]([CH3:9])[N:3]=2)[N:18]=[C:17]2[CH:19]=[CH:20][CH:21]=[CH:22][C:16]=12, predict the reactants needed to synthesize it. The reactants are: Br[C:2]1[C:7]([NH2:8])=[CH:6][CH:5]=[C:4]([CH3:9])[N:3]=1.[CH2:10]([N:14]1[N:18]=[C:17]2[CH:19]=[CH:20][CH:21]=[CH:22][C:16]2=[N:15]1)[CH2:11][C:12]#[CH:13].